From a dataset of Catalyst prediction with 721,799 reactions and 888 catalyst types from USPTO. Predict which catalyst facilitates the given reaction. (1) Reactant: [C:1]1([CH:8]=[CH:7][C:5]([OH:6])=[CH:4][CH:3]=1)[OH:2].CCN(CC)CC.[S:16](Cl)([CH3:19])(=[O:18])=[O:17]. Product: [CH3:19][S:16]([O:2][C:1]1[CH:8]=[CH:7][C:5]([OH:6])=[CH:4][CH:3]=1)(=[O:18])=[O:17]. The catalyst class is: 251. (2) Reactant: [CH3:1][O:2][C:3](=[O:30])[C:4]1[CH:9]=[C:8]([O:10][C:11]2[CH:16]=[CH:15][C:14]([CH2:17][NH2:18])=[CH:13][CH:12]=2)[CH:7]=[CH:6][C:5]=1[NH:19][S:20]([C:23]1[CH:28]=[CH:27][C:26]([CH3:29])=[CH:25][CH:24]=1)(=[O:22])=[O:21].[C:31](O)(=[O:38])[C:32]1[CH:37]=[CH:36][N:35]=[CH:34][CH:33]=1.CCN=C=NCCCN(C)C.C1C=NC2N(O)N=NC=2C=1. Product: [CH3:1][O:2][C:3](=[O:30])[C:4]1[CH:9]=[C:8]([O:10][C:11]2[CH:12]=[CH:13][C:14]([CH2:17][NH:18][C:31]([C:32]3[CH:37]=[CH:36][N:35]=[CH:34][CH:33]=3)=[O:38])=[CH:15][CH:16]=2)[CH:7]=[CH:6][C:5]=1[NH:19][S:20]([C:23]1[CH:24]=[CH:25][C:26]([CH3:29])=[CH:27][CH:28]=1)(=[O:22])=[O:21]. The catalyst class is: 2.